This data is from Catalyst prediction with 721,799 reactions and 888 catalyst types from USPTO. The task is: Predict which catalyst facilitates the given reaction. (1) Reactant: [Cl-:1].[C:2]([C:5]1[C:14](=[O:15])[C:13]2[C:12]([N+]#N)=[C:11]3[O:18]C[O:20][C:10]3=[CH:9][C:8]=2[N:7]([CH2:21][CH3:22])[CH:6]=1)([OH:4])=[O:3].O. Product: [Cl:1][C:12]1[C:11]([OH:18])=[C:10]([OH:20])[CH:9]=[C:8]2[C:13]=1[C:14](=[O:15])[C:5]([C:2]([OH:4])=[O:3])=[CH:6][N:7]2[CH2:21][CH3:22]. The catalyst class is: 82. (2) Reactant: CN(C)/[CH:3]=[CH:4]/[C:5]1[C:10]([N+:11]([O-])=O)=[CH:9][N:8]=[C:7]([N:14]=[CH:15][N:16]([CH3:18])[CH3:17])[CH:6]=1. Product: [CH3:17][N:16]([CH3:18])[CH:15]=[N:14][C:7]1[CH:6]=[C:5]2[CH:4]=[CH:3][NH:11][C:10]2=[CH:9][N:8]=1. The catalyst class is: 29. (3) The catalyst class is: 8. Product: [C:14]([C:16]1[CH:17]=[CH:18][C:19]([S:22]([O-:24])=[O:23])=[CH:20][CH:21]=1)#[N:15].[CH2:2]([N+:4]1[C:8]2[CH:9]=[CH:10][CH:11]=[CH:12][C:7]=2[O:6][C:5]=1[CH3:13])[CH3:3]. Reactant: [Cl-].[CH2:2]([N+:4]1[C:8]2[CH:9]=[CH:10][CH:11]=[CH:12][C:7]=2[O:6][C:5]=1[CH3:13])[CH3:3].[C:14]([C:16]1[CH:21]=[CH:20][C:19]([S:22]([O-:24])=[O:23])=[CH:18][CH:17]=1)#[N:15].[Na+]. (4) Reactant: [CH3:1][C:2]1[C:7]([OH:8])=[C:6]([N+:9]([O-])=O)[CH:5]=[CH:4][N:3]=1. Product: [NH2:9][C:6]1[CH:5]=[CH:4][N:3]=[C:2]([CH3:1])[C:7]=1[OH:8]. The catalyst class is: 19.